Task: Predict the product of the given reaction.. Dataset: Forward reaction prediction with 1.9M reactions from USPTO patents (1976-2016) (1) Given the reactants [NH2:1][C:2]1[CH:3]=[C:4]([NH:16][C:17](=[O:26])[O:18][CH2:19][C:20]2[CH:25]=[CH:24][CH:23]=[CH:22][CH:21]=2)[CH:5]=[N:6][C:7]=1[S:8][CH2:9][C:10]1[CH:15]=[CH:14][CH:13]=[CH:12][CH:11]=1.[CH3:27][S:28](Cl)(=[O:30])=[O:29], predict the reaction product. The product is: [CH2:9]([S:8][C:7]1[N:6]=[CH:5][C:4]([NH:16][C:17](=[O:26])[O:18][CH2:19][C:20]2[CH:25]=[CH:24][CH:23]=[CH:22][CH:21]=2)=[CH:3][C:2]=1[NH:1][S:28]([CH3:27])(=[O:30])=[O:29])[C:10]1[CH:11]=[CH:12][CH:13]=[CH:14][CH:15]=1. (2) Given the reactants [C:1]([C:5]1[N:19]=[C:8]2[N:9]=[CH:10][C:11]([C:13]#[C:14][Si](C)(C)C)=[CH:12][N:7]2[N:6]=1)([CH3:4])([CH3:3])[CH3:2].[Cl:20][C:21]1[CH:22]=[N:23][CH:24]=[C:25](I)[CH:26]=1, predict the reaction product. The product is: [C:1]([C:5]1[N:19]=[C:8]2[N:9]=[CH:10][C:11]([C:13]#[C:14][C:25]3[CH:24]=[N:23][CH:22]=[C:21]([Cl:20])[CH:26]=3)=[CH:12][N:7]2[N:6]=1)([CH3:4])([CH3:3])[CH3:2]. (3) Given the reactants [CH:1]([NH2:4])([CH3:3])[CH3:2].C[Al](C)C.[CH3:9][C:10]1[N:11]=[C:12]([CH2:18][CH2:19][C:20]2[C:21]([C:26]3[CH:31]=[CH:30][CH:29]=[CH:28][CH:27]=3)=[N:22][O:23][C:24]=2[CH3:25])[S:13][C:14]=1[C:15](O)=[O:16], predict the reaction product. The product is: [CH:1]([NH:4][C:15]([C:14]1[S:13][C:12]([CH2:18][CH2:19][C:20]2[C:21]([C:26]3[CH:31]=[CH:30][CH:29]=[CH:28][CH:27]=3)=[N:22][O:23][C:24]=2[CH3:25])=[N:11][C:10]=1[CH3:9])=[O:16])([CH3:3])[CH3:2]. (4) The product is: [NH2:12][C:13]1[N:14]=[C:15]([N:24]2[CH2:25][CH2:26][N:27]([C:30](=[O:40])[CH2:31][O:32][C:33]3[CH:38]=[CH:37][C:36]([Cl:39])=[CH:35][CH:34]=3)[CH2:28][CH2:29]2)[C:16]2[N:22]=[C:21]([C:3]3[C:4]([F:8])=[CH:5][CH:6]=[CH:7][C:2]=3[Cl:1])[CH:20]=[CH:19][C:17]=2[N:18]=1. Given the reactants [Cl:1][C:2]1[CH:7]=[CH:6][CH:5]=[C:4]([F:8])[C:3]=1B(O)O.[NH2:12][C:13]1[N:14]=[C:15]([N:24]2[CH2:29][CH2:28][N:27]([C:30](=[O:40])[CH2:31][O:32][C:33]3[CH:38]=[CH:37][C:36]([Cl:39])=[CH:35][CH:34]=3)[CH2:26][CH2:25]2)[C:16]2[N:22]=[C:21](Cl)[CH:20]=[CH:19][C:17]=2[N:18]=1, predict the reaction product. (5) Given the reactants [NH:1]1[CH2:6][CH2:5][CH:4]([NH:7][C:8]([C:10]2[C:14]3[N:15]=[CH:16][N:17]=[C:18]([C:19]4[CH:24]=[CH:23][C:22]([O:25][CH3:26])=[CH:21][C:20]=4[O:27][CH2:28][CH2:29][O:30][CH3:31])[C:13]=3[NH:12][CH:11]=2)=[O:9])[CH2:3][CH2:2]1.Cl[C:33]([C:35]1([O:38]C(=O)C)[CH2:37][CH2:36]1)=[O:34], predict the reaction product. The product is: [OH:38][C:35]1([C:33]([N:1]2[CH2:6][CH2:5][CH:4]([NH:7][C:8]([C:10]3[C:14]4[N:15]=[CH:16][N:17]=[C:18]([C:19]5[CH:24]=[CH:23][C:22]([O:25][CH3:26])=[CH:21][C:20]=5[O:27][CH2:28][CH2:29][O:30][CH3:31])[C:13]=4[NH:12][CH:11]=3)=[O:9])[CH2:3][CH2:2]2)=[O:34])[CH2:37][CH2:36]1.